This data is from Peptide-MHC class II binding affinity with 134,281 pairs from IEDB. The task is: Regression. Given a peptide amino acid sequence and an MHC pseudo amino acid sequence, predict their binding affinity value. This is MHC class II binding data. (1) The peptide sequence is GLAYKFVVPGAATPY. The MHC is DRB1_1101 with pseudo-sequence DRB1_1101. The binding affinity (normalized) is 0.778. (2) The peptide sequence is KLPKPPKPVSKMRMATPLL. The binding affinity (normalized) is 0.0946. The MHC is HLA-DPA10103-DPB10401 with pseudo-sequence HLA-DPA10103-DPB10401. (3) The peptide sequence is ADLGYGPATPAAPAA. The MHC is DRB3_0101 with pseudo-sequence DRB3_0101. The binding affinity (normalized) is 0.0726.